Dataset: NCI-60 drug combinations with 297,098 pairs across 59 cell lines. Task: Regression. Given two drug SMILES strings and cell line genomic features, predict the synergy score measuring deviation from expected non-interaction effect. (1) Synergy scores: CSS=29.8, Synergy_ZIP=4.09, Synergy_Bliss=4.10, Synergy_Loewe=5.86, Synergy_HSA=7.64. Drug 1: C1=C(C(=O)NC(=O)N1)F. Drug 2: C1=NC2=C(N=C(N=C2N1C3C(C(C(O3)CO)O)O)F)N. Cell line: CAKI-1. (2) Drug 1: CCN(CC)CCCC(C)NC1=C2C=C(C=CC2=NC3=C1C=CC(=C3)Cl)OC. Drug 2: COCCOC1=C(C=C2C(=C1)C(=NC=N2)NC3=CC=CC(=C3)C#C)OCCOC.Cl. Cell line: OVCAR3. Synergy scores: CSS=49.8, Synergy_ZIP=5.01, Synergy_Bliss=6.36, Synergy_Loewe=-6.31, Synergy_HSA=0.178.